From a dataset of Full USPTO retrosynthesis dataset with 1.9M reactions from patents (1976-2016). Predict the reactants needed to synthesize the given product. (1) Given the product [CH2:3]([C:10]1([CH2:30][CH3:31])[C:15](=[O:16])[N:14]([CH3:17])[C:13](=[CH:18][C:19]2[CH:26]=[CH:25][CH:24]=[CH:23][C:20]=2[C:21]#[N:22])[C:12](=[O:27])[N:11]1[CH3:28])[C:4]1[CH:9]=[CH:8][CH:7]=[CH:6][CH:5]=1, predict the reactants needed to synthesize it. The reactants are: [H-].[Na+].[CH2:3]([CH:10]1[C:15](=[O:16])[N:14]([CH3:17])[C:13](=[CH:18][C:19]2[CH:26]=[CH:25][CH:24]=[CH:23][C:20]=2[C:21]#[N:22])[C:12](=[O:27])[N:11]1[CH3:28])[C:4]1[CH:9]=[CH:8][CH:7]=[CH:6][CH:5]=1.I[CH2:30][CH3:31].O. (2) Given the product [NH2:23][C:2]1[C:3]([CH3:22])=[N:4][C:5]2[C:10]([N:11]=1)=[C:9]([C:12]1[NH:20][C:19]3[CH2:18][CH2:17][NH:16][C:15](=[O:21])[C:14]=3[CH:13]=1)[CH:8]=[CH:7][CH:6]=2, predict the reactants needed to synthesize it. The reactants are: F[C:2]1[C:3]([CH3:22])=[N:4][C:5]2[C:10]([N:11]=1)=[C:9]([C:12]1[NH:20][C:19]3[CH2:18][CH2:17][NH:16][C:15](=[O:21])[C:14]=3[CH:13]=1)[CH:8]=[CH:7][CH:6]=2.[NH3:23].O. (3) Given the product [NH2:5][C:4]1[CH:6]=[CH:7][C:8]([O:9][C:10]2[CH:15]=[CH:14][N:13]=[C:12]3[CH:16]=[C:17]([C:37]4[CH:36]=[CH:35][C:34]([C:32]([N:26]5[CH2:31][CH2:30][O:29][CH2:28][CH2:27]5)=[O:33])=[CH:39][CH:38]=4)[S:18][C:11]=23)=[C:2]([F:1])[CH:3]=1, predict the reactants needed to synthesize it. The reactants are: [F:1][C:2]1[CH:3]=[C:4]([CH:6]=[CH:7][C:8]=1[O:9][C:10]1[CH:15]=[CH:14][N:13]=[C:12]2[CH:16]=[C:17](I)[S:18][C:11]=12)[NH2:5].C(=O)([O-])[O-].[Cs+].[Cs+].[N:26]1([C:32]([C:34]2[CH:39]=[CH:38][C:37](B(O)O)=[CH:36][CH:35]=2)=[O:33])[CH2:31][CH2:30][O:29][CH2:28][CH2:27]1.COCCOC. (4) Given the product [C:20]([C:17]1[CH:16]=[CH:15][C:14]([C:11]2[O:10][C:9]([C@H:8]([NH:22][C:23]3[CH:30]=[CH:29][C:26]([C:27]#[N:28])=[C:25]([C:31]([F:32])([F:34])[F:33])[CH:24]=3)[C@@H:7]([OH:6])[CH3:35])=[N:13][N:12]=2)=[CH:19][CH:18]=1)#[N:21], predict the reactants needed to synthesize it. The reactants are: C([Si](C)(C)[O:6][C@@H:7]([CH3:35])[C@@H:8]([NH:22][C:23]1[CH:30]=[CH:29][C:26]([C:27]#[N:28])=[C:25]([C:31]([F:34])([F:33])[F:32])[CH:24]=1)[C:9]1[O:10][C:11]([C:14]2[CH:19]=[CH:18][C:17]([C:20]#[N:21])=[CH:16][CH:15]=2)=[N:12][N:13]=1)(C)(C)C.CCCC[N+](CCCC)(CCCC)CCCC.[F-]. (5) Given the product [NH:3]1[C:4]2[CH:10]=[CH:9][CH:8]=[CH:7][C:5]=2[N:6]=[C:2]1[NH:1][C:23](=[O:24])[C:22]1[CH:21]=[CH:20][C:19]([C:11](=[O:18])[C:12]2[CH:17]=[CH:16][CH:15]=[CH:14][CH:13]=2)=[CH:27][CH:26]=1, predict the reactants needed to synthesize it. The reactants are: [NH2:1][C:2]1[NH:3][C:4]2[CH:10]=[CH:9][CH:8]=[CH:7][C:5]=2[N:6]=1.[C:11]([C:19]1[CH:27]=[CH:26][C:22]([C:23](O)=[O:24])=[CH:21][CH:20]=1)(=[O:18])[C:12]1[CH:17]=[CH:16][CH:15]=[CH:14][CH:13]=1.CN(C(ON1N=NC2C=CC=NC1=2)=[N+](C)C)C.F[P-](F)(F)(F)(F)F.C(N(C(C)C)CC)(C)C. (6) Given the product [CH2:26]([NH:30][C:5]1[N:4]=[C:3]([C:16]2[CH:17]=[CH:18][C:19]([S:22]([CH3:25])(=[O:23])=[O:24])=[CH:20][CH:21]=2)[C:2]([CH3:1])=[C:7]([C:8]([F:9])([F:10])[F:11])[N:6]=1)[CH:27]([CH3:29])[CH3:28], predict the reactants needed to synthesize it. The reactants are: [CH3:1][C:2]1[C:3]([C:16]2[CH:21]=[CH:20][C:19]([S:22]([CH3:25])(=[O:24])=[O:23])=[CH:18][CH:17]=2)=[N:4][C:5](S(C)(=O)=O)=[N:6][C:7]=1[C:8]([F:11])([F:10])[F:9].[CH2:26]([NH2:30])[CH:27]([CH3:29])[CH3:28].